Dataset: Catalyst prediction with 721,799 reactions and 888 catalyst types from USPTO. Task: Predict which catalyst facilitates the given reaction. (1) Reactant: [CH3:1][C:2]([O:4][C:5]1[C:10]([C:11](Cl)=[O:12])=[CH:9][CH:8]=[CH:7][CH:6]=1)=[O:3].[H-].[Na+].[C:16]([O:23][CH3:24])(=[O:22])[CH2:17][C:18]([O:20][CH3:21])=[O:19]. Product: [CH3:21][O:20][C:18](=[O:19])[CH:17]([C:11](=[O:12])[C:10]1[CH:9]=[CH:8][CH:7]=[CH:6][C:5]=1[O:4][C:2](=[O:3])[CH3:1])[C:16]([O:23][CH3:24])=[O:22]. The catalyst class is: 1. (2) Product: [ClH:38].[NH2:21][CH2:20][C:9]1[N:10]([CH2:16][CH:17]([CH3:19])[CH3:18])[C:11](=[O:15])[C:12]2[C:7]([C:8]=1[C:29]1[CH:34]=[CH:33][CH:32]=[CH:31][CH:30]=1)=[CH:6][C:5]([O:4][C:3]([CH3:36])([CH3:35])[C:2]([NH2:1])=[O:37])=[CH:14][CH:13]=2. Reactant: [NH2:1][C:2](=[O:37])[C:3]([CH3:36])([CH3:35])[O:4][C:5]1[CH:6]=[C:7]2[C:12](=[CH:13][CH:14]=1)[C:11](=[O:15])[N:10]([CH2:16][CH:17]([CH3:19])[CH3:18])[C:9]([CH2:20][NH:21]C(=O)OC(C)(C)C)=[C:8]2[C:29]1[CH:34]=[CH:33][CH:32]=[CH:31][CH:30]=1.[ClH:38]. The catalyst class is: 13. (3) Reactant: [C:1]([O-:4])([O-])=[O:2].[K+].[K+].Br[C:8]1([CH2:19][C:20]2[CH:25]=[CH:24][CH:23]=[C:22]([Cl:26])[CH:21]=2)[C:16]2[C:11](=[CH:12][C:13]([Cl:17])=[CH:14][CH:15]=2)[NH:10][C:9]1=[O:18]. Product: [Cl:17][C:13]1[CH:12]=[C:11]2[C:16]([C:8]([NH:10][CH:9]([CH2:8][CH:16]([CH3:11])[CH3:15])[C:1]([OH:4])=[O:2])([CH2:19][C:20]3[CH:25]=[CH:24][CH:23]=[C:22]([Cl:26])[CH:21]=3)[C:9](=[O:18])[NH:10]2)=[CH:15][CH:14]=1. The catalyst class is: 12. (4) Reactant: [C:1](Cl)(=O)[CH2:2][CH2:3][CH2:4][CH2:5][CH2:6][CH2:7][CH2:8][CH2:9][CH3:10].Cl.C[O:15][C:16](=[O:19])[CH2:17][NH2:18].CCN(C(C)C)C(C)C. Product: [CH2:1]([NH:18][CH2:17][C:16]([OH:19])=[O:15])[CH2:2][CH2:3][CH2:4][CH2:5][CH2:6][CH2:7][CH2:8][CH2:9][CH3:10]. The catalyst class is: 2.